From a dataset of Full USPTO retrosynthesis dataset with 1.9M reactions from patents (1976-2016). Predict the reactants needed to synthesize the given product. (1) Given the product [CH3:1][O:2][C:3]1[C:8]([CH2:9][N:10]2[CH2:15][CH2:14][CH2:13][CH2:12][CH:11]2[CH2:16][CH:17]=[O:18])=[CH:7][CH:6]=[CH:5][N:4]=1, predict the reactants needed to synthesize it. The reactants are: [CH3:1][O:2][C:3]1[C:8]([CH2:9][N:10]2[CH2:15][CH2:14][CH2:13][CH2:12][CH:11]2[CH2:16][CH2:17][OH:18])=[CH:7][CH:6]=[CH:5][N:4]=1.C(N(CC)CC)C.C(=O)(O)[O-].[Na+]. (2) Given the product [F:22][C:21]1[CH:20]=[C:19]2[C:14]([CH:15]=[CH:16][CH:17]=[N:18]2)=[CH:13][C:12]=1[CH2:11][C:8]1[N:6]2[N:7]=[C:2]([N:28]3[CH2:29][CH2:30][N:25]([CH3:24])[C:26](=[O:31])[CH2:27]3)[CH:3]=[CH:4][C:5]2=[N:10][CH:9]=1, predict the reactants needed to synthesize it. The reactants are: Cl[C:2]1[CH:3]=[CH:4][C:5]2[N:6]([C:8]([CH2:11][C:12]3[CH:13]=[C:14]4[C:19](=[CH:20][C:21]=3[F:22])[N:18]=[CH:17][CH:16]=[CH:15]4)=[CH:9][N:10]=2)[N:7]=1.Cl.[CH3:24][N:25]1[CH2:30][CH2:29][NH:28][CH2:27][C:26]1=[O:31]. (3) Given the product [Cl:1][C:2]1[N:7]=[CH:6][N:5]=[C:4]([C:8]([NH:10][C:11]2[CH:16]=[CH:15][C:14]([S:19]([Cl:18])(=[O:21])=[O:20])=[CH:13][C:12]=2[CH3:17])=[O:9])[CH:3]=1, predict the reactants needed to synthesize it. The reactants are: [Cl:1][C:2]1[N:7]=[CH:6][N:5]=[C:4]([C:8]([NH:10][C:11]2[CH:16]=[CH:15][CH:14]=[CH:13][C:12]=2[CH3:17])=[O:9])[CH:3]=1.[Cl:18][S:19](O)(=[O:21])=[O:20].